From a dataset of Catalyst prediction with 721,799 reactions and 888 catalyst types from USPTO. Predict which catalyst facilitates the given reaction. (1) Reactant: [N:1]1([C:7]2[CH:31]=[CH:30][C:10]([C:11]([NH:13][C:14]3[CH:29]=[CH:28][CH:27]=[CH:26][C:15]=3[C:16]([NH:18][C:19]3[CH:24]=[CH:23][C:22]([Cl:25])=[CH:21][N:20]=3)=[O:17])=[O:12])=[C:9]([O:32][CH:33]3[CH2:38][CH2:37][N:36](C(OC(C)(C)C)=O)[CH2:35][CH2:34]3)[CH:8]=2)[CH2:6][CH2:5][O:4][CH2:3][CH2:2]1. Product: [Cl:25][C:22]1[CH:23]=[CH:24][C:19]([NH:18][C:16](=[O:17])[C:15]2[CH:26]=[CH:27][CH:28]=[CH:29][C:14]=2[NH:13][C:11](=[O:12])[C:10]2[CH:30]=[CH:31][C:7]([N:1]3[CH2:2][CH2:3][O:4][CH2:5][CH2:6]3)=[CH:8][C:9]=2[O:32][CH:33]2[CH2:38][CH2:37][NH:36][CH2:35][CH2:34]2)=[N:20][CH:21]=1. The catalyst class is: 67. (2) Reactant: [Cl:1][C:2]1[N:3]=[C:4]([N:14]2[CH2:19][CH2:18][O:17][CH2:16][CH2:15]2)[C:5]2[N:10]([CH3:11])[C:9](=[O:12])[CH:8]([CH3:13])[C:6]=2[N:7]=1.[CH3:20][Si](C)(C)[N-][Si](C)(C)C.[Li+].[CH2:30](Br)[CH:31]=C. Product: [CH2:13]([C:8]1([CH3:20])[C:6]2[N:7]=[C:2]([Cl:1])[N:3]=[C:4]([N:14]3[CH2:19][CH2:18][O:17][CH2:16][CH2:15]3)[C:5]=2[N:10]([CH3:11])[C:9]1=[O:12])[CH:30]=[CH2:31]. The catalyst class is: 1. (3) Reactant: [C:1]([C:3]([NH:20][C:21](=[O:33])[C:22]1[CH:27]=[CH:26][C:25]([O:28][C:29]([F:32])([F:31])[F:30])=[CH:24][CH:23]=1)([CH3:19])[CH2:4][N:5]1[C:13]([O:14][CH3:15])=[C:12]2[C:7]([CH:8]=[C:9]([N+:16]([O-])=O)[CH:10]=[CH:11]2)=[N:6]1)#[N:2]. Product: [NH2:16][C:9]1[CH:10]=[CH:11][C:12]2[C:7]([CH:8]=1)=[N:6][N:5]([CH2:4][C:3]([NH:20][C:21](=[O:33])[C:22]1[CH:23]=[CH:24][C:25]([O:28][C:29]([F:32])([F:30])[F:31])=[CH:26][CH:27]=1)([C:1]#[N:2])[CH3:19])[C:13]=2[O:14][CH3:15]. The catalyst class is: 43. (4) Reactant: Cl[C:2]1[CH:7]=[C:6]([Cl:8])[N:5]=[C:4]([CH3:9])[N:3]=1.C(=O)([O-])[O-].[Cs+].[Cs+].[CH3:16][C:17]1[N:21]=[C:20]([CH3:22])[NH:19][N:18]=1. Product: [Cl:8][C:6]1[CH:7]=[C:2]([N:18]2[C:17]([CH3:16])=[N:21][C:20]([CH3:22])=[N:19]2)[N:3]=[C:4]([CH3:9])[N:5]=1. The catalyst class is: 3. (5) The catalyst class is: 6. Product: [CH3:16][O:15][C:7]1[C:6]([O:5][CH2:4][CH2:3][CH2:2][Cl:1])=[CH:14][C:13]([N+:17]([O-:19])=[O:18])=[C:9]([CH:8]=1)[C:10]([OH:12])=[O:11]. Reactant: [Cl:1][CH2:2][CH2:3][CH2:4][O:5][C:6]1[CH:14]=[CH:13][C:9]([C:10]([OH:12])=[O:11])=[CH:8][C:7]=1[O:15][CH3:16].[N:17]([O-:19])=[O:18].[Na+].C(O)(=O)C.[N+]([O-])(O)=O. (6) Reactant: [C:1](=[O:20])([O:12][CH2:13][C:14]1[CH:19]=[CH:18][N:17]=[CH:16][CH:15]=1)OC1C=CC([N+]([O-])=O)=CC=1.CCN(C(C)C)C(C)C.[O:30]1[CH2:34][CH2:33][CH2:32][C@H:31]1[CH2:35][NH2:36].[ClH:37].CCOCC. Product: [ClH:37].[O:30]1[CH2:34][CH2:33][CH2:32][C@H:31]1[CH2:35][NH:36][C:1](=[O:20])[O:12][CH2:13][C:14]1[CH:15]=[CH:16][N:17]=[CH:18][CH:19]=1. The catalyst class is: 239. (7) Reactant: C(N(CC)CC)C.Cl.[NH2:9][C@@H:10]([CH3:28])[C:11]([NH:13][C:14]1[CH:19]=[CH:18][C:17]([F:20])=[CH:16][C:15]=1[NH:21][C:22]1[CH:27]=[N:26][CH:25]=[CH:24][N:23]=1)=[O:12].Cl[C:30]1[N:38]=[CH:37][N:36]=[C:35]2[C:31]=1[N:32]=[CH:33][N:34]2[CH:39]1[CH2:44][CH2:43][CH2:42][CH2:41][O:40]1.O. Product: [F:20][C:17]1[CH:18]=[CH:19][C:14]([NH:13][C:11](=[O:12])[C@@H:10]([NH:9][C:30]2[N:38]=[CH:37][N:36]=[C:35]3[C:31]=2[N:32]=[CH:33][N:34]3[CH:39]2[CH2:44][CH2:43][CH2:42][CH2:41][O:40]2)[CH3:28])=[C:15]([NH:21][C:22]2[CH:27]=[N:26][CH:25]=[CH:24][N:23]=2)[CH:16]=1. The catalyst class is: 41.